Dataset: Forward reaction prediction with 1.9M reactions from USPTO patents (1976-2016). Task: Predict the product of the given reaction. Given the reactants [Na].[NH:2]1[C:6]([NH2:7])=[CH:5][CH:4]=[N:3]1.C[CH2:9][CH:10]([C:15](OCC)=[O:16])[C:11](OC)=[O:12], predict the reaction product. The product is: [CH3:9][C:10]1[C:15]([OH:16])=[N:7][C:6]2[N:2]([N:3]=[CH:4][CH:5]=2)[C:11]=1[OH:12].